Dataset: Forward reaction prediction with 1.9M reactions from USPTO patents (1976-2016). Task: Predict the product of the given reaction. (1) The product is: [CH2:17]([O:16][C:14](=[O:15])[CH:13]([C:10]1[CH:11]=[CH:12][C:7]([S:4]([CH:1]2[CH2:3][CH2:2]2)(=[O:6])=[O:5])=[CH:8][CH:9]=1)[O:21][CH:22]1[CH2:27][CH2:26][O:25][CH2:24][CH2:23]1)[CH3:18]. Given the reactants [CH:1]1([S:4]([C:7]2[CH:12]=[CH:11][C:10]([C:13](=[N+]=[N-])[C:14]([O:16][CH2:17][CH3:18])=[O:15])=[CH:9][CH:8]=2)(=[O:6])=[O:5])[CH2:3][CH2:2]1.[OH:21][CH:22]1[CH2:27][CH2:26][O:25][CH2:24][CH2:23]1, predict the reaction product. (2) Given the reactants [C:1]([C:4]1[N:9]=[N:8][C:7]([NH:10][C@@H:11]2[CH2:16][CH2:15][CH2:14][CH2:13][C@@H:12]2[NH:17]C(=O)OC(C)(C)C)=[CH:6][C:5]=1[NH:25][C:26]1[CH:31]=[C:30]([CH3:32])[CH:29]=[C:28]([CH3:33])[CH:27]=1)(=[O:3])[NH2:2].FC(F)(F)C(O)=O, predict the reaction product. The product is: [NH2:17][C@H:12]1[CH2:13][CH2:14][CH2:15][CH2:16][C@H:11]1[NH:10][C:7]1[N:8]=[N:9][C:4]([C:1]([NH2:2])=[O:3])=[C:5]([NH:25][C:26]2[CH:31]=[C:30]([CH3:32])[CH:29]=[C:28]([CH3:33])[CH:27]=2)[CH:6]=1. (3) Given the reactants [OH:1][CH:2]1[CH2:7][CH2:6][NH:5][CH2:4][CH2:3]1.C(O[C:13]([N:15]([C@H:17]([CH2:21][C:22]1[CH:27]=[CH:26][CH:25]=[CH:24][CH:23]=1)[C:18]([OH:20])=O)[CH3:16])=[O:14])(C)(C)C.C(O[C:33]([N:35]([C@H:37]([CH2:41][C:42]1[CH:47]=[CH:46][C:45]([C:48]2[CH:53]=[CH:52][CH:51]=[CH:50][CH:49]=2)=[CH:44][CH:43]=1)C(O)=O)C)=O)(C)(C)C.C(OC([NH:61][C:62]1([CH2:66]/[CH:67]=[CH:68]/[C:69]([OH:71])=O)[CH2:65][CH2:64][CH2:63]1)=O)(C)(C)C, predict the reaction product. The product is: [CH2:21]([C@@H:17]([N:15]([CH3:16])[C:13]([C@H:37]([N:35]([CH3:33])[C:69](=[O:71])/[CH:68]=[CH:67]/[CH2:66][C:62]1([NH2:61])[CH2:63][CH2:64][CH2:65]1)[CH2:41][C:42]1[CH:47]=[CH:46][C:45]([C:48]2[CH:49]=[CH:50][CH:51]=[CH:52][CH:53]=2)=[CH:44][CH:43]=1)=[O:14])[C:18]([N:5]1[CH2:6][CH2:7][CH:2]([OH:1])[CH2:3][CH2:4]1)=[O:20])[C:22]1[CH:23]=[CH:24][CH:25]=[CH:26][CH:27]=1.